From a dataset of CYP2C19 inhibition data for predicting drug metabolism from PubChem BioAssay. Regression/Classification. Given a drug SMILES string, predict its absorption, distribution, metabolism, or excretion properties. Task type varies by dataset: regression for continuous measurements (e.g., permeability, clearance, half-life) or binary classification for categorical outcomes (e.g., BBB penetration, CYP inhibition). Dataset: cyp2c19_veith. (1) The compound is CC[C@@H](c1ccccc1)n1c(=O)n2n(c1=O)[C@H]1[C@H](O)[C@H]3O[C@@H]3/C(=N/OCc3ccccc3)[C@@H]1CC2. The result is 0 (non-inhibitor). (2) The molecule is O=S(=O)(c1ccccc1)N1CCC2(CCN(Cc3ccncc3)CC2)CC1. The result is 0 (non-inhibitor). (3) The drug is O=S(=O)(Nc1ccc(Cc2ccncc2)cc1)c1ccc(Br)cc1. The result is 1 (inhibitor). (4) The compound is c1cncc(CSc2ncnc3nc[nH]c23)c1. The result is 0 (non-inhibitor). (5) The compound is CO[C@H]1COC(=O)C/C=C\[C@H](C)[C@@H](OC)COC(=O)[C@@H](C)COC(=O)C/C=C\[C@@H]1C. The result is 0 (non-inhibitor). (6) The compound is COc1ccc(OC)c(NC(=O)CSCc2cnn(-c3ccccc3)c2-n2cccc2)c1. The result is 1 (inhibitor). (7) The molecule is Cn1c(=O)c(-c2ccc(F)c(F)c2)nc2cncnc21. The result is 0 (non-inhibitor). (8) The compound is Cc1noc(C)c1C(=O)N1CCC2(CC1)CN(C(=O)Nc1cccc(F)c1)C2. The result is 0 (non-inhibitor). (9) The molecule is Clc1ccccc1CSc1nnc(/C=C/c2ccccc2)o1. The result is 1 (inhibitor).